This data is from Peptide-MHC class II binding affinity with 134,281 pairs from IEDB. The task is: Regression. Given a peptide amino acid sequence and an MHC pseudo amino acid sequence, predict their binding affinity value. This is MHC class II binding data. (1) The peptide sequence is AKNMKNLVWNDELAY. The MHC is DRB1_1501 with pseudo-sequence DRB1_1501. The binding affinity (normalized) is 0.396. (2) The peptide sequence is GGMLVRNPLSRNSTH. The MHC is DRB1_0802 with pseudo-sequence DRB1_0802. The binding affinity (normalized) is 0.597. (3) The peptide sequence is AKLMRDIPFRVGAVV. The MHC is HLA-DPA10201-DPB11401 with pseudo-sequence HLA-DPA10201-DPB11401. The binding affinity (normalized) is 0.382. (4) The peptide sequence is CGMFTNRSGSQQW. The MHC is DRB1_0701 with pseudo-sequence DRB1_0701. The binding affinity (normalized) is 0.428.